This data is from Reaction yield outcomes from USPTO patents with 853,638 reactions. The task is: Predict the reaction yield, written as a fraction of the theoretical maximum amount of product (1.0 means a 100% yield; for example, 0.34 means a 34% yield). (1) The reactants are BrB(Br)Br.C[O:6][C:7]1[CH:8]=[C:9]2[C:13](=[CH:14][C:15]=1[O:16]C)[C:12](=[O:18])[CH2:11][CH2:10]2. The catalyst is ClCCl. The product is [OH:6][C:7]1[CH:8]=[C:9]2[C:13](=[CH:14][C:15]=1[OH:16])[C:12](=[O:18])[CH2:11][CH2:10]2. The yield is 0.770. (2) The reactants are [Cl-:1].[Cl-].[Cl-].[Al+3].[CH3:5][C:6]1[CH:7]=[C:8]([CH:12]=[C:13]([CH3:15])[CH:14]=1)[C:9](Cl)=[O:10]. The catalyst is ClC1C=CC=CC=1. The product is [CH3:5][C:6]1[CH:7]=[C:8]([C:9](=[O:10])[C:6]2[CH:7]=[CH:8][C:12]([Cl:1])=[CH:13][CH:14]=2)[CH:12]=[C:13]([CH3:15])[CH:14]=1. The yield is 0.860. (3) The catalyst is CO. The yield is 0.800. The product is [Cl:1][C:2]1[C:3]2[CH:12]=[CH:11][CH:10]=[CH:9][C:4]=2[S:5][C:6]=1[CH2:7][NH:14][CH3:13]. The reactants are [Cl:1][C:2]1[C:3]2[CH:12]=[CH:11][CH:10]=[CH:9][C:4]=2[S:5][C:6]=1[CH:7]=O.[CH3:13][NH2:14].[BH4-].[Na+]. (4) The reactants are [Cl:1][C:2]1[C:7]([C:8]2[CH:13]=[CH:12][CH:11]=[C:10](C=O)[CH:9]=2)=[CH:6][C:5]([CH2:16][NH:17][C:18]([C:20]2[CH:25]=[C:24]([CH3:26])[CH:23]=[C:22]([C:27]([NH:29][CH2:30][C:31]3[C:32]([NH:44][CH:45]4[CH2:50][CH2:49][O:48][CH2:47][CH2:46]4)=[C:33]4[CH:41]=[N:40][N:39]([CH2:42][CH3:43])[C:34]4=[N:35][C:36]=3[CH2:37][CH3:38])=[O:28])[CH:21]=2)=[O:19])=[CH:4][CH:3]=1.[CH3:51][N:52]1[CH2:57][CH2:56][NH:55][CH2:54][CH2:53]1.[C:58](O)(=O)C.C(O[BH-](OC(=O)C)OC(=O)C)(=O)C. The catalyst is CS(C)=O. The product is [Cl:1][C:2]1[C:7]([C:8]2[CH:13]=[CH:12][CH:11]=[C:10]([CH2:51][N:52]3[CH2:57][CH2:56][N:55]([CH3:58])[CH2:54][CH2:53]3)[CH:9]=2)=[CH:6][C:5]([CH2:16][NH:17][C:18]([C:20]2[CH:25]=[C:24]([CH3:26])[CH:23]=[C:22]([C:27]([NH:29][CH2:30][C:31]3[C:32]([NH:44][CH:45]4[CH2:50][CH2:49][O:48][CH2:47][CH2:46]4)=[C:33]4[CH:41]=[N:40][N:39]([CH2:42][CH3:43])[C:34]4=[N:35][C:36]=3[CH2:37][CH3:38])=[O:28])[CH:21]=2)=[O:19])=[CH:4][CH:3]=1. The yield is 0.486. (5) The reactants are C(Cl)(=O)C(Cl)=O.CS(C)=O.[Cl:11][C:12]1[CH:13]=[C:14]([C:18]([CH3:23])([CH3:22])[CH:19]([OH:21])[CH3:20])[CH:15]=[CH:16][CH:17]=1.CCN(CC)CC. The catalyst is C(Cl)Cl. The product is [Cl:11][C:12]1[CH:13]=[C:14]([C:18]([CH3:23])([CH3:22])[C:19](=[O:21])[CH3:20])[CH:15]=[CH:16][CH:17]=1. The yield is 0.990. (6) The reactants are C([O:5][C:6](=[O:46])[CH2:7][O:8][C:9]1[CH:14]=[CH:13][C:12]([N:15]([CH2:37][C:38]2[CH:43]=[CH:42][CH:41]=[C:40]([C:44]#[N:45])[CH:39]=2)[CH:16]2[CH2:21][CH2:20][N:19]([CH:22]([CH3:36])[CH2:23][CH2:24][NH:25][C:26](=[O:35])[C:27]3[C:32]([CH3:33])=[CH:31][CH:30]=[CH:29][C:28]=3[CH3:34])[CH2:18][CH2:17]2)=[CH:11][CH:10]=1)(C)(C)C.C1(OC)C=CC=CC=1.C(O)(C(F)(F)F)=O. The catalyst is C(Cl)Cl. The product is [C:44]([C:40]1[CH:39]=[C:38]([CH:43]=[CH:42][CH:41]=1)[CH2:37][N:15]([CH:16]1[CH2:21][CH2:20][N:19]([CH:22]([CH3:36])[CH2:23][CH2:24][NH:25][C:26](=[O:35])[C:27]2[C:28]([CH3:34])=[CH:29][CH:30]=[CH:31][C:32]=2[CH3:33])[CH2:18][CH2:17]1)[C:12]1[CH:13]=[CH:14][C:9]([O:8][CH2:7][C:6]([OH:46])=[O:5])=[CH:10][CH:11]=1)#[N:45]. The yield is 0.520.